Dataset: Full USPTO retrosynthesis dataset with 1.9M reactions from patents (1976-2016). Task: Predict the reactants needed to synthesize the given product. (1) Given the product [NH2:20][C@H:3]([C:2]([CH3:32])([CH3:31])[CH3:1])[C:4]([N:6]1[CH2:11][CH2:10][CH:9]([N:12]2[CH2:17][CH2:16][N:15]([CH3:18])[CH2:14][C:13]2=[O:19])[CH2:8][CH2:7]1)=[O:5], predict the reactants needed to synthesize it. The reactants are: [CH3:1][C:2]([CH3:32])([CH3:31])[C@@H:3]([NH:20]C(=O)OCC1C=CC=CC=1)[C:4]([N:6]1[CH2:11][CH2:10][CH:9]([N:12]2[CH2:17][CH2:16][N:15]([CH3:18])[CH2:14][C:13]2=[O:19])[CH2:8][CH2:7]1)=[O:5]. (2) Given the product [C:28]([C@@:14]1([F:27])[C@H:15]([OH:16])[C@@H:23]([CH2:25][OH:26])[O:24][C@H:13]1[N:10]1[CH:9]=[N:8][C:7]2[C:6](=[O:30])[NH:5][C:4]([NH2:3])=[N:12][C:11]1=2)#[CH:29], predict the reactants needed to synthesize it. The reactants are: CO[N:3](C(C1C=CC=CC=1)(C1C=CC=CC=1)C1C=CC=CC=1)[C:4]1[NH:5][C:6](=[O:30])[C:7]2[N:8]=[CH:9][N:10]([C@@H:13]3[O:24][C@H:23]([CH2:25][OH:26])[C@@H:15]([O:16]C4CCCCO4)[C@@:14]3([C:28]#[CH:29])[F:27])[C:11]=2[N:12]=1.